This data is from Full USPTO retrosynthesis dataset with 1.9M reactions from patents (1976-2016). The task is: Predict the reactants needed to synthesize the given product. Given the product [CH2:1]([N:8]1[CH2:15][CH2:14][CH:13]([C:12]([OH:19])=[O:11])[C:16]1=[O:17])[C:2]1[CH:7]=[CH:6][CH:5]=[CH:4][CH:3]=1, predict the reactants needed to synthesize it. The reactants are: [CH2:1]([NH2:8])[C:2]1[CH:7]=[CH:6][CH:5]=[CH:4][CH:3]=1.CC1(C)[O:17][C:16](=O)[C:13]2([CH2:15][CH2:14]2)[C:12](=[O:19])[O:11]1.